Dataset: NCI-60 drug combinations with 297,098 pairs across 59 cell lines. Task: Regression. Given two drug SMILES strings and cell line genomic features, predict the synergy score measuring deviation from expected non-interaction effect. Drug 1: C1=CC(=CC=C1CCCC(=O)O)N(CCCl)CCCl. Drug 2: CC1=C(C(CCC1)(C)C)C=CC(=CC=CC(=CC(=O)O)C)C. Cell line: HOP-62. Synergy scores: CSS=10.2, Synergy_ZIP=1.08, Synergy_Bliss=-0.532, Synergy_Loewe=-3.50, Synergy_HSA=-2.98.